Predict the product of the given reaction. From a dataset of Forward reaction prediction with 1.9M reactions from USPTO patents (1976-2016). (1) Given the reactants Br[C:2]1[CH:3]=[C:4]2[C:9](=[CH:10][CH:11]=1)[N:8]=[C:7]([C:12]1[CH:36]=[CH:35][C:15]3[NH:16][C:17]([C@@H:19]4[CH2:23][CH2:22][CH2:21][N:20]4[C:24](=[O:34])[C@@H:25]([NH:29][C:30](=[O:33])[O:31][CH3:32])[CH:26]([CH3:28])[CH3:27])=[N:18][C:14]=3[CH:13]=1)[CH:6]=[N:5]2.[CH3:37][C:38]1([CH3:54])[C:42]([CH3:44])([CH3:43])[O:41][B:40]([B:40]2[O:41][C:42]([CH3:44])([CH3:43])[C:38]([CH3:54])([CH3:37])[O:39]2)[O:39]1.C([O-])(=O)C.[K+], predict the reaction product. The product is: [CH3:27][CH:26]([CH3:28])[C@H:25]([NH:29][C:30](=[O:33])[O:31][CH3:32])[C:24](=[O:34])[N:20]1[CH2:21][CH2:22][CH2:23][C@H:19]1[C:17]1[NH:18][C:14]2[CH:13]=[C:12]([C:7]3[CH:6]=[N:5][C:4]4[C:9](=[CH:10][CH:11]=[C:2]([B:40]5[O:41][C:42]([CH3:44])([CH3:43])[C:38]([CH3:54])([CH3:37])[O:39]5)[CH:3]=4)[N:8]=3)[CH:36]=[CH:35][C:15]=2[N:16]=1.[BH:40]([OH:41])[OH:39]. (2) Given the reactants [NH:1]1[CH:5]=[C:4]([C:6]([O:8][CH2:9][CH3:10])=[O:7])[CH:3]=[N:2]1.[H-].[Na+].[C:13](Cl)([C:26]1[CH:31]=[CH:30][CH:29]=[CH:28][CH:27]=1)([C:20]1[CH:25]=[CH:24][CH:23]=[CH:22][CH:21]=1)[C:14]1[CH:19]=[CH:18][CH:17]=[CH:16][CH:15]=1, predict the reaction product. The product is: [C:13]([N:1]1[CH:5]=[C:4]([C:6]([O:8][CH2:9][CH3:10])=[O:7])[CH:3]=[N:2]1)([C:14]1[CH:19]=[CH:18][CH:17]=[CH:16][CH:15]=1)([C:26]1[CH:27]=[CH:28][CH:29]=[CH:30][CH:31]=1)[C:20]1[CH:21]=[CH:22][CH:23]=[CH:24][CH:25]=1. (3) Given the reactants [NH2:1][C@H:2]([C:12]([O:14][CH3:15])=[O:13])[CH2:3][CH2:4][C:5](=[O:11])[O:6][C:7]([CH3:10])([CH3:9])[CH3:8].Cl.CN1CCOCC1.[NH:24]([C:45]([O:47][C:48]([CH3:51])([CH3:50])[CH3:49])=[O:46])[C@H:25]([C:35](ON1C(=O)CCC1=O)=[O:36])[CH2:26][CH2:27][C:28](=[O:34])[O:29][C:30]([CH3:33])([CH3:32])[CH3:31], predict the reaction product. The product is: [C:45]([NH:24][C@H:25]([C:35]([NH:1][C@H:2]([C:12]([O:14][CH3:15])=[O:13])[CH2:3][CH2:4][C:5](=[O:11])[O:6][C:7]([CH3:9])([CH3:10])[CH3:8])=[O:36])[CH2:26][CH2:27][C:28](=[O:34])[O:29][C:30]([CH3:33])([CH3:32])[CH3:31])([O:47][C:48]([CH3:51])([CH3:50])[CH3:49])=[O:46]. (4) Given the reactants [F:1][C:2]1[CH:3]=[CH:4][C:5]([N+:11]([O-:13])=[O:12])=[C:6]([CH:10]=1)[C:7]([OH:9])=O.O=S(Cl)Cl.C[O-].[Mg+2].C[O-].[CH3:23][C:24](=[O:29])[CH2:25][C:26](=[O:28])[CH3:27].Cl, predict the reaction product. The product is: [F:1][C:2]1[CH:3]=[CH:4][C:5]([N+:11]([O-:13])=[O:12])=[C:6]([CH:10]=1)[C:7]([CH:25]([C:24](=[O:29])[CH3:23])[C:26](=[O:28])[CH3:27])=[O:9]. (5) Given the reactants [NH2:1][C@H:2]1[CH2:7][CH2:6][CH2:5][CH2:4][C@H:3]1[NH:8][C:9]1[CH:10]=[C:11]([NH:18][C:19]2[CH:24]=CC=C(C3OC=CN=3)C=2)[C:12]([C:15]([NH2:17])=[O:16])=[N:13][CH:14]=1.[S:30]1C(N)=C[N:32]=[CH:31]1, predict the reaction product. The product is: [NH2:1][C@H:2]1[CH2:7][CH2:6][CH2:5][CH2:4][C@H:3]1[NH:8][C:9]1[CH:10]=[C:11]([NH:18][C:19]2[S:30][CH:31]=[N:32][CH:24]=2)[C:12]([C:15]([NH2:17])=[O:16])=[N:13][CH:14]=1. (6) Given the reactants O[CH2:2][C:3]1[N:4]=[CH:5][C:6]([NH:9][C:10](=[O:32])[C:11]2[CH:16]=[C:15]([O:17][C:18]3[CH:23]=[CH:22][C:21]([S:24]([CH3:27])(=[O:26])=[O:25])=[CH:20][CH:19]=3)[CH:14]=[C:13]([O:28][CH:29]([CH3:31])[CH3:30])[CH:12]=2)=[N:7][CH:8]=1.P(Br)(Br)Br.[CH2:37]([O:39][P:40]([O:44]CC)[O:41][CH2:42][CH3:43])[CH3:38], predict the reaction product. The product is: [CH:29]([O:28][C:13]1[CH:12]=[C:11]([CH:16]=[C:15]([O:17][C:18]2[CH:23]=[CH:22][C:21]([S:24]([CH3:27])(=[O:25])=[O:26])=[CH:20][CH:19]=2)[CH:14]=1)[C:10]([NH:9][C:6]1[CH:5]=[N:4][C:3]([CH2:2][P:40](=[O:44])([O:41][CH2:42][CH3:43])[O:39][CH2:37][CH3:38])=[CH:8][N:7]=1)=[O:32])([CH3:30])[CH3:31].